The task is: Predict the reactants needed to synthesize the given product.. This data is from Full USPTO retrosynthesis dataset with 1.9M reactions from patents (1976-2016). (1) Given the product [ClH:40].[F:23][C:18]1[CH:19]=[CH:20][CH:21]=[CH:22][C:17]=1[N:16]1[C:12]([S:9]([C:6]2[CH:5]=[CH:4][C:3]([C:1]#[N:2])=[N:8][CH:7]=2)(=[O:11])=[O:10])=[CH:13][C:14]([CH2:24][NH:25][CH3:26])=[N:15]1, predict the reactants needed to synthesize it. The reactants are: [C:1]([C:3]1[N:8]=[CH:7][C:6]([S:9]([C:12]2[N:16]([C:17]3[CH:22]=[CH:21][CH:20]=[CH:19][C:18]=3[F:23])[N:15]=[C:14]([CH2:24][N:25](C)[C:26](=O)OC(C)(C)C)[CH:13]=2)(=[O:11])=[O:10])=[CH:5][CH:4]=1)#[N:2].C(OCC)(=O)C.[ClH:40]. (2) Given the product [CH3:1][O:2][C:3](/[C:5](/[C:12](/[C:13]([O:15][CH3:16])=[O:14])=[CH:17]/[C:18](=[O:28])[CH2:19][CH2:20][CH2:21][CH2:22][CH2:23][CH2:24][CH2:25][CH2:26][CH3:27])=[CH:6]\[C:7]([O:9][CH3:10])=[O:8])=[O:4], predict the reactants needed to synthesize it. The reactants are: [CH3:1][O:2][C:3]([C:5]#[C:6][C:7]([O:9][CH3:10])=[O:8])=[O:4].O/[C:12](=[CH:17]\[C:18](=[O:28])[CH2:19][CH2:20][CH2:21][CH2:22][CH2:23][CH2:24][CH2:25][CH2:26][CH3:27])/[C:13]([O:15][CH3:16])=[O:14].C1C=CC(P(C2C=CC=CC=2)C2C=CC=CC=2)=CC=1. (3) The reactants are: Cl[C:2]1[C:10]2[C:5](=[CH:6][CH:7]=[CH:8][CH:9]=2)[NH:4][N:3]=1.[CH3:11][S-:12].[Na+].[OH2:14].C1C=C(Cl)C=C(C(OO)=[O:23])C=1. Given the product [CH3:11][S:12]([C:2]1[C:10]2[C:5](=[CH:6][CH:7]=[CH:8][CH:9]=2)[NH:4][N:3]=1)(=[O:23])=[O:14], predict the reactants needed to synthesize it. (4) Given the product [Cl:1][C:2]1[C:11]2[CH2:10][N:9]([C@H:12]([CH:16]([CH3:18])[CH3:17])[C:13]([N:22]3[CH2:27][CH2:26][CH:25]([C:28]#[N:29])[CH2:24][CH2:23]3)=[O:14])[C:8](=[O:19])[C:7]3=[CH:20][NH:21][C:5]([C:6]=23)=[N:4][CH:3]=1, predict the reactants needed to synthesize it. The reactants are: [Cl:1][C:2]1[C:11]2[CH2:10][N:9]([C@H:12]([CH:16]([CH3:18])[CH3:17])[C:13](O)=[O:14])[C:8](=[O:19])[C:7]3=[CH:20][NH:21][C:5]([C:6]=23)=[N:4][CH:3]=1.[NH:22]1[CH2:27][CH2:26][CH:25]([C:28]#[N:29])[CH2:24][CH2:23]1.CN(C(ON1N=NC2C=CC=NC1=2)=[N+](C)C)C.F[P-](F)(F)(F)(F)F. (5) Given the product [Cl:30][C:27]1[CH:26]=[CH:25][C:24]([CH2:23][N:14]2[C:11]3[CH2:12][CH2:13][NH:8][CH2:9][C:10]=3[C:16]([C:17]3[CH:22]=[CH:21][CH:20]=[CH:19][CH:18]=3)=[CH:15]2)=[CH:29][CH:28]=1, predict the reactants needed to synthesize it. The reactants are: C(OC([N:8]1[CH2:13][CH2:12][C:11]2[N:14]([CH2:23][C:24]3[CH:29]=[CH:28][C:27]([Cl:30])=[CH:26][CH:25]=3)[CH:15]=[C:16]([C:17]3[CH:22]=[CH:21][CH:20]=[CH:19][CH:18]=3)[C:10]=2[CH2:9]1)=O)(C)(C)C.C(OC(N1CCC(=O)CC1)=O)(C)(C)C.ClC1C=CC=CC=1CN.[N+](C=CC1C=CC=CC=1)([O-])=O. (6) Given the product [ClH:20].[CH3:18][S:15]([N:12]1[CH2:13][CH2:14][CH:9]([CH2:8][NH2:7])[CH2:10][CH2:11]1)(=[O:17])=[O:16], predict the reactants needed to synthesize it. The reactants are: C(OC(=O)[NH:7][CH2:8][CH:9]1[CH2:14][CH2:13][N:12]([S:15]([CH3:18])(=[O:17])=[O:16])[CH2:11][CH2:10]1)(C)(C)C.[ClH:20].O1CCOCC1. (7) Given the product [CH2:13]([CH:20]1[CH2:24][O:23][C:22](=[O:25])[N:21]1[C:26](=[O:36])[CH:27]([CH2:28][CH2:29][CH:30]1[CH2:31][CH2:32][CH2:33][CH2:34][CH2:35]1)[CH2:38][C:39]([N:41]1[CH2:46][CH2:45][O:44][CH2:43][CH2:42]1)=[O:40])[C:14]1[CH:15]=[CH:16][CH:17]=[CH:18][CH:19]=1, predict the reactants needed to synthesize it. The reactants are: C(NC(C)C)(C)C.C([Li])CCC.[CH2:13]([CH:20]1[CH2:24][O:23][C:22](=[O:25])[N:21]1[C:26](=[O:36])[CH2:27][CH2:28][CH2:29][CH:30]1[CH2:35][CH2:34][CH2:33][CH2:32][CH2:31]1)[C:14]1[CH:19]=[CH:18][CH:17]=[CH:16][CH:15]=1.Br[CH2:38][C:39]([N:41]1[CH2:46][CH2:45][O:44][CH2:43][CH2:42]1)=[O:40].Cl. (8) Given the product [Br:1][C:2]1[CH:23]=[CH:22][C:5]2[N:6]([C:18]([CH3:19])([CH3:20])[CH3:21])[C:7]([C:9]3[CH:17]=[CH:16][CH:15]=[CH:14][C:10]=3[C:11](/[N:13]=[CH:5]/[N:6]([CH3:18])[CH3:7])=[O:12])=[N:8][C:4]=2[CH:3]=1, predict the reactants needed to synthesize it. The reactants are: [Br:1][C:2]1[CH:23]=[CH:22][C:5]2[N:6]([C:18]([CH3:21])([CH3:20])[CH3:19])[C:7]([C:9]3[CH:17]=[CH:16][CH:15]=[CH:14][C:10]=3[C:11]([NH2:13])=[O:12])=[N:8][C:4]=2[CH:3]=1. (9) Given the product [CH3:24][N:19]1[C:20]2[C:16](=[C:15]([NH:14][C:12]3[N:13]=[C:8]([NH:7][CH2:3][CH:4]4[CH2:6][CH2:33][C:34](=[O:36])[NH:35]4)[N:9]=[N:10][C:11]=3[C:25]([NH2:27])=[O:26])[CH:23]=[CH:22][CH:21]=2)[CH:17]=[CH:18]1, predict the reactants needed to synthesize it. The reactants are: NC(=O)[C@H:3]([NH:7][C:8]1[N:9]=[N:10][C:11]([C:25]([NH2:27])=[O:26])=[C:12]([NH:14][C:15]2[CH:23]=[CH:22][CH:21]=[C:20]3[C:16]=2[CH:17]=[CH:18][N:19]3[CH3:24])[N:13]=1)[CH:4]([CH3:6])C.NCC1[NH:35][C:34](=[O:36])[CH2:33]C1.N[C@H](C(C)C)C(N)=O. (10) The reactants are: [Cl:1][C:2]1[C:7]([NH:8][C:9](=[O:34])[C:10]2[CH:15]=[C:14]([CH2:16][C:17]3[C:18](=[O:29])[C:19]([O:27][CH3:28])=[C:20]([O:25][CH3:26])[C:21](=[O:24])[C:22]=3[CH3:23])[CH:13]=[CH:12][C:11]=2[O:30]C(=O)C)=[CH:6][CH:5]=[CH:4][N:3]=1.C(=O)([O-])O.[Na+]. Given the product [Cl:1][C:2]1[C:7]([NH:8][C:9](=[O:34])[C:10]2[CH:15]=[C:14]([CH2:16][C:17]3[C:18](=[O:29])[C:19]([O:27][CH3:28])=[C:20]([O:25][CH3:26])[C:21](=[O:24])[C:22]=3[CH3:23])[CH:13]=[CH:12][C:11]=2[OH:30])=[CH:6][CH:5]=[CH:4][N:3]=1, predict the reactants needed to synthesize it.